Predict which catalyst facilitates the given reaction. From a dataset of Catalyst prediction with 721,799 reactions and 888 catalyst types from USPTO. (1) Product: [CH2:1]([N:8]1[CH:12]=[C:11]([C:13]([O:15][CH2:16][CH3:17])=[O:14])[C:10]([O:18][CH2:19][C:20]2[CH:25]=[CH:24][C:23]([O:26][CH2:27][C:28]3[N:29]=[C:30]([C:34]4[O:35][CH:36]=[CH:37][CH:38]=4)[O:31][C:32]=3[CH3:33])=[C:22]([CH2:40][CH3:41])[CH:21]=2)=[N:9]1)[C:2]1[CH:7]=[CH:6][CH:5]=[CH:4][CH:3]=1. The catalyst class is: 206. Reactant: [CH2:1]([N:8]1[CH:12]=[C:11]([C:13]([O:15][CH2:16][CH3:17])=[O:14])[C:10]([O:18][CH2:19][C:20]2[CH:25]=[CH:24][C:23]([O:26][CH2:27][C:28]3[N:29]=[C:30]([C:34]4[O:35][CH:36]=[CH:37][CH:38]=4)[O:31][C:32]=3[CH3:33])=[C:22](Br)[CH:21]=2)=[N:9]1)[C:2]1[CH:7]=[CH:6][CH:5]=[CH:4][CH:3]=1.[CH2:40]([Sn](CC)(CC)CC)[CH3:41]. (2) Reactant: [CH3:1][CH:2]([CH2:4][N:5]([S:29]([C:32]1[CH:33]=[CH:34][C:35]([NH2:38])=[CH:36][CH:37]=1)(=[O:31])=[O:30])[CH2:6][C@@H:7]([OH:28])[C@@H:8]([NH:16][C:17]([O:19][C@@H:20]1[C@@H:24]2[CH2:25][CH2:26][O:27][C@@H:23]2[O:22][CH2:21]1)=[O:18])[CH2:9][C:10]1[CH:11]=[CH:12][CH:13]=[CH:14][CH:15]=1)[CH3:3]. Product: [CH3:3][CH:2]([CH2:4][N:5]([S:29]([C:32]1[CH:37]=[CH:36][C:35]([NH2:38])=[CH:34][CH:33]=1)(=[O:31])=[O:30])[CH2:6][C@@H:7]([OH:28])[C@@H:8]([NH:16][C:17]([O:19][C@@H:20]1[C@@H:24]2[CH2:25][CH2:26][O:27][C@@H:23]2[O:22][CH2:21]1)=[O:18])[CH2:9][C:10]1[CH:15]=[CH:14][CH:13]=[CH:12][CH:11]=1)[CH3:1].[CH3:17][O:19][CH2:20][CH2:21][OH:22]. The catalyst class is: 141. (3) Reactant: [CH3:1][O:2][C:3](=[O:18])[C@:4]([N:15]=[C:16]=[O:17])([CH3:14])[CH2:5][O:6][Si:7]([C:10]([CH3:13])([CH3:12])[CH3:11])([CH3:9])[CH3:8].[N+:19](=[C:21]1[N:25]=[CH:24][N:23]=[C:22]1[C:26]([NH2:28])=[O:27])=[N-:20]. Product: [CH3:1][O:2][C:3](=[O:18])[C@:4]([N:15]1[C:16](=[O:17])[N:25]2[CH:24]=[N:23][C:22]([C:26](=[O:27])[NH2:28])=[C:21]2[N:19]=[N:20]1)([CH3:14])[CH2:5][O:6][Si:7]([C:10]([CH3:11])([CH3:12])[CH3:13])([CH3:9])[CH3:8]. The catalyst class is: 16. (4) Reactant: [C:1]([C:3]1[CH:8]=[CH:7][C:6]([NH:9][C:10](=[O:17])[CH2:11][CH:12]([CH3:16])[CH2:13][CH2:14][OH:15])=[CH:5][CH:4]=1)#[N:2].CC(OI1(OC(C)=O)(OC(C)=O)OC(=O)C2C=CC=CC1=2)=O.S([O-])([O-])(=O)=S.[Na+].[Na+]. Product: [C:1]([C:3]1[CH:4]=[CH:5][C:6]([NH:9][C:10](=[O:17])[CH2:11][CH:12]([CH3:16])[CH2:13][CH:14]=[O:15])=[CH:7][CH:8]=1)#[N:2]. The catalyst class is: 10. (5) Reactant: C(=O)(O)[O-].[Na+].[Br:6][CH2:7][C:8](Br)=[O:9].[CH:11]1([N:16]2[CH2:21][CH2:20][NH:19][CH2:18][CH2:17]2)[CH2:15][CH2:14][CH2:13][CH2:12]1. Product: [Br:6][CH2:7][C:8]([N:19]1[CH2:20][CH2:21][N:16]([CH:11]2[CH2:15][CH2:14][CH2:13][CH2:12]2)[CH2:17][CH2:18]1)=[O:9]. The catalyst class is: 232.